Dataset: Forward reaction prediction with 1.9M reactions from USPTO patents (1976-2016). Task: Predict the product of the given reaction. (1) The product is: [Br:8][C:4]1[N:3]=[C:2]([CH:16]=[O:17])[CH:7]=[CH:6][CH:5]=1. Given the reactants Br[C:2]1[CH:7]=[CH:6][CH:5]=[C:4]([Br:8])[N:3]=1.C([Li])CCC.CN(C)[CH:16]=[O:17].[Cl-].[NH4+], predict the reaction product. (2) Given the reactants [CH2:1]([C:8]1([C:23]([O-])=O)[C:12](=[O:13])[N:11]([C@@H:14]([C:16]2[CH:21]=[CH:20][CH:19]=[CH:18][CH:17]=2)[CH3:15])[C:10](=[O:22])[NH:9]1)[C:2]1[CH:7]=[CH:6][CH:5]=[CH:4][CH:3]=1.[Li+].[Cl:27][C:28]1[CH:29]=[C:30]([NH2:35])[C:31]([NH2:34])=[CH:32][CH:33]=1.C(N(CC)C(C)C)(C)C, predict the reaction product. The product is: [CH2:1]([C@:8]1([C:23]2[NH:35][C:30]3[CH:29]=[C:28]([Cl:27])[CH:33]=[CH:32][C:31]=3[N:34]=2)[NH:9][C:10](=[O:22])[N:11]([C@@H:14]([C:16]2[CH:21]=[CH:20][CH:19]=[CH:18][CH:17]=2)[CH3:15])[C:12]1=[O:13])[C:2]1[CH:3]=[CH:4][CH:5]=[CH:6][CH:7]=1. (3) Given the reactants [N+:1]([C:4]1[CH:8]=[CH:7][NH:6][N:5]=1)([O-:3])=[O:2].[H-].[Na+].Br[CH2:12][C:13]1[CH:18]=[CH:17][C:16]([S:19]([CH3:22])(=[O:21])=[O:20])=[CH:15][CH:14]=1, predict the reaction product. The product is: [CH3:22][S:19]([C:16]1[CH:17]=[CH:18][C:13]([CH2:12][N:6]2[CH:7]=[CH:8][C:4]([N+:1]([O-:3])=[O:2])=[N:5]2)=[CH:14][CH:15]=1)(=[O:20])=[O:21]. (4) Given the reactants Br[C:2]1[CH:3]=[C:4]([O:10][CH3:11])[C:5]([O:8][CH3:9])=[N:6][CH:7]=1.[C:12]1([CH2:18][SH:19])[CH:17]=[CH:16][CH:15]=[CH:14][CH:13]=1.C(N(C(C)C)C(C)C)C, predict the reaction product. The product is: [CH2:18]([S:19][C:2]1[CH:3]=[C:4]([O:10][CH3:11])[C:5]([O:8][CH3:9])=[N:6][CH:7]=1)[C:12]1[CH:17]=[CH:16][CH:15]=[CH:14][CH:13]=1. (5) Given the reactants [CH2:1]([O:8][C:9]([N:11]1[CH2:15][CH:14]2[CH:16](O)[CH2:17][CH2:18][CH:13]2[CH2:12]1)=[O:10])[C:2]1[CH:7]=[CH:6][CH:5]=[CH:4][CH:3]=1.[OH-].COC(NS([N+](CC)(CC)CC)(=O)=O)=O, predict the reaction product. The product is: [CH2:1]([O:8][C:9]([N:11]1[CH2:12][CH:13]2[CH2:18][CH:17]=[CH:16][CH:14]2[CH2:15]1)=[O:10])[C:2]1[CH:3]=[CH:4][CH:5]=[CH:6][CH:7]=1. (6) The product is: [CH2:1]([O:8][C:9]1[CH:14]=[C:13]([O:15][CH2:16][C:17]2[CH:18]=[CH:19][CH:20]=[CH:21][CH:22]=2)[CH:12]=[C:11]([O:23][C:24]2[CH:29]=[CH:28][C:27]([NH2:30])=[CH:26][CH:25]=2)[C:10]=1[C:33]1[O:37][N:36]=[C:35]([C:38]([NH:40][CH2:41][CH3:42])=[O:39])[CH:34]=1)[C:2]1[CH:7]=[CH:6][CH:5]=[CH:4][CH:3]=1. Given the reactants [CH2:1]([O:8][C:9]1[CH:14]=[C:13]([O:15][CH2:16][C:17]2[CH:22]=[CH:21][CH:20]=[CH:19][CH:18]=2)[CH:12]=[C:11]([O:23][C:24]2[CH:29]=[CH:28][C:27]([N+:30]([O-])=O)=[CH:26][CH:25]=2)[C:10]=1[C:33]1[O:37][N:36]=[C:35]([C:38]([NH:40][CH2:41][CH3:42])=[O:39])[CH:34]=1)[C:2]1[CH:7]=[CH:6][CH:5]=[CH:4][CH:3]=1.[Cl-].[NH4+], predict the reaction product. (7) Given the reactants [F:1][C:2]1[CH:3]=[C:4]2[C:8](=[CH:9][CH:10]=1)[NH:7][C:6](=[O:11])[CH2:5]2.[CH:12]([C:14]1[NH:18][C:17]2[CH2:19][CH2:20][CH2:21][CH2:22][CH2:23][C:16]=2[C:15]=1[CH2:24][CH2:25][C:26]([OH:28])=[O:27])=O.N1CCCCC1, predict the reaction product. The product is: [F:1][C:2]1[CH:3]=[C:4]2[C:8](=[CH:9][CH:10]=1)[NH:7][C:6](=[O:11])/[C:5]/2=[CH:12]\[C:14]1[NH:18][C:17]2[CH2:19][CH2:20][CH2:21][CH2:22][CH2:23][C:16]=2[C:15]=1[CH2:24][CH2:25][C:26]([OH:28])=[O:27]. (8) Given the reactants [CH2:1]([S:3][C:4]1[C:5]([C:10]2[N:22]([CH3:23])[C:13]3=[N:14][CH:15]=[C:16](C(F)(F)F)[CH:17]=[C:12]3[N:11]=2)=[N:6][CH:7]=[CH:8][CH:9]=1)[CH3:2].ClC1C=CC=C(C(OO)=[O:32])C=1.C(=O)(O)[O-].[Na+], predict the reaction product. The product is: [CH2:1]([S:3]([C:4]1[C:5]([C:10]2[N:22]([CH3:23])[C:13]3=[N:14][CH:15]=[CH:16][CH:17]=[C:12]3[N:11]=2)=[N:6][CH:7]=[CH:8][CH:9]=1)=[O:32])[CH3:2]. (9) Given the reactants [F:1][C:2]1[C:7]([C:8]2[CH2:13][CH2:12][CH:11]([OH:14])[CH2:10][CH:9]=2)=[CH:6][CH:5]=[CH:4][N:3]=1.C(O)C, predict the reaction product. The product is: [F:1][C:2]1[C:7]([CH:8]2[CH2:9][CH2:10][CH:11]([OH:14])[CH2:12][CH2:13]2)=[CH:6][CH:5]=[CH:4][N:3]=1. (10) Given the reactants O([C:3](C)(C)C)[K].[CH:7]1[C:12]2[CH2:13][C@H:14]3[N:19]([CH2:20][CH:21]4[CH2:23][CH2:22]4)[CH2:18][CH2:17][C@:16]45[C@H:24]([C:26]([CH2:28][CH2:29][C@@:15]34[OH:30])=O)[O:25][C:10]([C:11]=25)=[C:9]([OH:31])[CH:8]=1.C(O)(=O)C.[ClH:36], predict the reaction product. The product is: [CH2:3]=[C:26]1[C@@H:24]2[O:25][C:10]3[C:11]4[C@:16]52[CH2:17][CH2:18][N:19]([CH2:20][CH:21]2[CH2:22][CH2:23]2)[C@H:14]([CH2:13][C:12]=4[CH:7]=[CH:8][C:9]=3[OH:31])[C@:15]5([OH:30])[CH2:29][CH2:28]1.[ClH:36].